The task is: Predict the reactants needed to synthesize the given product.. This data is from Full USPTO retrosynthesis dataset with 1.9M reactions from patents (1976-2016). Given the product [Br:1][C:2]1[CH:7]=[CH:6][C:5]([N:8]2[C:12]3=[C:13]([Cl:20])[C:14]4[N:15]([CH:17]=[CH:18][N:19]=4)[CH:16]=[C:11]3[N:10]([S:36]([CH:33]3[CH2:35][CH2:34]3)(=[O:38])=[O:37])[C:9]2=[O:21])=[C:4]([Cl:22])[CH:3]=1, predict the reactants needed to synthesize it. The reactants are: [Br:1][C:2]1[CH:7]=[CH:6][C:5]([N:8]2[C:12]3=[C:13]([Cl:20])[C:14]4[N:15]([CH:17]=[CH:18][N:19]=4)[CH:16]=[C:11]3[NH:10][C:9]2=[O:21])=[C:4]([Cl:22])[CH:3]=1.[Li+].C[Si]([N-][Si](C)(C)C)(C)C.[CH:33]1([S:36](N)(=[O:38])=[O:37])[CH2:35][CH2:34]1.